Dataset: Reaction yield outcomes from USPTO patents with 853,638 reactions. Task: Predict the reaction yield, written as a fraction of the theoretical maximum amount of product (1.0 means a 100% yield; for example, 0.34 means a 34% yield). (1) The catalyst is [Cu](I)I.O1CCOCC1. The reactants are [S:1]1[C:5]2[CH:6]=[C:7]([N:10]3[CH2:14][CH2:13][NH:12][C:11]3=[O:15])[CH:8]=[CH:9][C:4]=2[N:3]=[CH:2]1.Br[C:17]1[CH:18]=[CH:19][C:20]([CH3:23])=[N:21][CH:22]=1.N[C@@H]1CCCC[C@H]1N.P([O-])([O-])([O-])=O.[K+].[K+].[K+]. The yield is 0.518. The product is [S:1]1[C:5]2[CH:6]=[C:7]([N:10]3[CH2:14][CH2:13][N:12]([C:17]4[CH:22]=[N:21][C:20]([CH3:23])=[CH:19][CH:18]=4)[C:11]3=[O:15])[CH:8]=[CH:9][C:4]=2[N:3]=[CH:2]1. (2) The reactants are [CH3:1][O:2][C:3]([C:5]1[C:6]2[CH2:7][C:8]([CH3:24])([CH3:23])[CH:9]([C:16]3[CH:21]=[CH:20][CH:19]=[C:18](Br)[CH:17]=3)[NH:10][C:11]=2[CH:12]=[CH:13][C:14]=1[Cl:15])=[O:4].[NH:25]1[CH2:30][CH2:29][O:28][CH2:27][CH2:26]1.Cl.CN(C)CC(O)=O.C(=O)([O-])[O-].[K+].[K+]. The catalyst is CS(C)=O.[Cu]I. The product is [CH3:1][O:2][C:3]([C:5]1[C:6]2[CH2:7][C:8]([CH3:24])([CH3:23])[CH:9]([C:16]3[CH:21]=[CH:20][CH:19]=[C:18]([N:25]4[CH2:30][CH2:29][O:28][CH2:27][CH2:26]4)[CH:17]=3)[NH:10][C:11]=2[CH:12]=[CH:13][C:14]=1[Cl:15])=[O:4]. The yield is 0.800. (3) The reactants are Cl[C:2]1[CH:7]=[C:6]([O:8][C:9]2[CH:10]=[CH:11][C:12]([NH:15][C:16]([N:18]3[CH2:22][CH2:21][N:20]([CH:23]4[CH2:28][CH2:27][O:26][CH2:25][CH2:24]4)[C:19]3=[O:29])=[O:17])=[N:13][CH:14]=2)[CH:5]=[CH:4][N:3]=1.[CH3:30][N:31]([CH3:35])[C:32]([NH2:34])=[O:33].C([O-])([O-])=O.[Cs+].[Cs+].CC1(C)C2C(=C(P(C3C=CC=CC=3)C3C=CC=CC=3)C=CC=2)OC2C(P(C3C=CC=CC=3)C3C=CC=CC=3)=CC=CC1=2. The catalyst is O1CCOCC1.C1C=CC(/C=C/C(/C=C/C2C=CC=CC=2)=O)=CC=1.C1C=CC(/C=C/C(/C=C/C2C=CC=CC=2)=O)=CC=1.C1C=CC(/C=C/C(/C=C/C2C=CC=CC=2)=O)=CC=1.[Pd].[Pd]. The product is [CH3:30][N:31]([CH3:35])[C:32](=[O:33])[NH:34][C:2]1[CH:7]=[C:6]([O:8][C:9]2[CH:10]=[CH:11][C:12]([NH:15][C:16]([N:18]3[CH2:22][CH2:21][N:20]([CH:23]4[CH2:28][CH2:27][O:26][CH2:25][CH2:24]4)[C:19]3=[O:29])=[O:17])=[N:13][CH:14]=2)[CH:5]=[CH:4][N:3]=1. The yield is 0.540. (4) The reactants are [CH3:1][O:2][C:3](=[O:12])[C:4]1[CH:9]=[CH:8][C:7]([F:10])=[CH:6][C:5]=1[NH2:11].NC1C=C(F)C=CC=1C(O)=[O:17].CCN(C(C)C)C(C)C.ClC(Cl)(OC(=O)OC(Cl)(Cl)Cl)Cl. The catalyst is C(Cl)Cl.O. The product is [F:10][C:7]1[CH:8]=[CH:9][C:4]2[C:3](=[O:12])[O:2][C:1](=[O:17])[NH:11][C:5]=2[CH:6]=1. The yield is 0.680. (5) The reactants are [F:1][C:2]([F:18])([F:17])[C:3]1[N:8]=[C:7]([O:9][C:10]2[CH:16]=[CH:15][C:13]([NH2:14])=[CH:12][CH:11]=2)[CH:6]=[CH:5][N:4]=1.Cl[C:20]1[CH:25]=[C:24]([C:26]2[CH:31]=[CH:30][CH:29]=[CH:28][CH:27]=2)[N:23]=[C:22]([NH2:32])[N:21]=1.C(O)(C)C.[OH-].[Na+]. The catalyst is O. The product is [C:26]1([C:24]2[N:23]=[C:22]([NH2:32])[N:21]=[C:20]([NH:14][C:13]3[CH:15]=[CH:16][C:10]([O:9][C:7]4[CH:6]=[CH:5][N:4]=[C:3]([C:2]([F:1])([F:17])[F:18])[N:8]=4)=[CH:11][CH:12]=3)[CH:25]=2)[CH:27]=[CH:28][CH:29]=[CH:30][CH:31]=1. The yield is 0.720. (6) The reactants are Br[C:2]1[C:3]2[N:4]([CH:14]=[CH:15][N:16]=2)[N:5]=[C:6]([C:8]2[CH:13]=[CH:12][CH:11]=[CH:10][CH:9]=2)[CH:7]=1.[CH3:17][C@H:18]1[CH2:22][CH2:21][CH2:20][N:19]1[C:23]1[N:28]=[C:27]([NH2:29])[CH:26]=[CH:25][CH:24]=1.C1C=CC(P(C2C(C3C(P(C4C=CC=CC=4)C4C=CC=CC=4)=CC=C4C=3C=CC=C4)=C3C(C=CC=C3)=CC=2)C2C=CC=CC=2)=CC=1.C([O-])([O-])=O.[Cs+].[Cs+]. The catalyst is O1CCOCC1.C1C=CC(/C=C/C(/C=C/C2C=CC=CC=2)=O)=CC=1.C1C=CC(/C=C/C(/C=C/C2C=CC=CC=2)=O)=CC=1.C1C=CC(/C=C/C(/C=C/C2C=CC=CC=2)=O)=CC=1.[Pd].[Pd]. The product is [CH3:17][C@H:18]1[CH2:22][CH2:21][CH2:20][N:19]1[C:23]1[N:28]=[C:27]([NH:29][C:2]2[C:3]3[N:4]([CH:14]=[CH:15][N:16]=3)[N:5]=[C:6]([C:8]3[CH:13]=[CH:12][CH:11]=[CH:10][CH:9]=3)[CH:7]=2)[CH:26]=[CH:25][CH:24]=1. The yield is 0.250.